Dataset: Forward reaction prediction with 1.9M reactions from USPTO patents (1976-2016). Task: Predict the product of the given reaction. (1) The product is: [Cl:1][C:2]1[N:3]=[C:4]([N:23]2[CH2:24][CH2:25][C:20]([CH3:19])([OH:26])[CH2:21][CH2:22]2)[C:5]2[CH2:10][CH2:9][CH:8]([C:11]3[CH:16]=[CH:15][C:14]([F:17])=[CH:13][CH:12]=3)[C:6]=2[N:7]=1. Given the reactants [Cl:1][C:2]1[N:3]=[C:4](Cl)[C:5]2[CH2:10][CH2:9][CH:8]([C:11]3[CH:16]=[CH:15][C:14]([F:17])=[CH:13][CH:12]=3)[C:6]=2[N:7]=1.[CH3:19][C:20]1([OH:26])[CH2:25][CH2:24][NH:23][CH2:22][CH2:21]1, predict the reaction product. (2) The product is: [NH:27]1[CH2:28][CH:25]([C:22]2[CH:23]=[CH:24][C:19]([NH:18][C:10]3[N:9]=[C:8]([CH2:7][CH2:6][C:5]4[CH:36]=[CH:37][CH:38]=[CH:39][C:4]=4[CH2:3][C:2]([NH2:1])=[O:40])[C:13]([C:14]([F:16])([F:15])[F:17])=[CH:12][N:11]=3)=[CH:20][CH:21]=2)[CH2:26]1. Given the reactants [NH2:1][C:2](=[O:40])[CH2:3][C:4]1[CH:39]=[CH:38][CH:37]=[CH:36][C:5]=1[CH2:6][CH2:7][C:8]1[C:13]([C:14]([F:17])([F:16])[F:15])=[CH:12][N:11]=[C:10]([NH:18][C:19]2[CH:24]=[CH:23][C:22]([CH:25]3[CH2:28][N:27](C(OC(C)(C)C)=O)[CH2:26]3)=[CH:21][CH:20]=2)[N:9]=1.FC(F)(F)C(O)=O, predict the reaction product. (3) Given the reactants [Br:1][C:2]1[C:10]2[N:9]=[C:8]([S:11]([CH3:14])(=O)=O)[NH:7][C:6]=2[CH:5]=[C:4]([F:15])[CH:3]=1.SC1[C:22]2[NH:23][C:24](=[O:26])[NH:25][C:21]=2[CH:20]=[C:19]([C:27]([OH:29])=[O:28])[CH:18]=1, predict the reaction product. The product is: [Br:1][C:2]1[C:10]2[N:9]=[C:8]([S:11][C:14]3[C:22]4[NH:23][C:24](=[O:26])[NH:25][C:21]=4[CH:20]=[C:19]([C:27]([OH:29])=[O:28])[CH:18]=3)[NH:7][C:6]=2[CH:5]=[C:4]([F:15])[CH:3]=1. (4) Given the reactants [CH2:1]([N:3]1[CH2:8][CH2:7][C:6]([C:10]2[S:11][C:12](I)=[CH:13][N:14]=2)([OH:9])[CH2:5][CH2:4]1)[CH3:2].[C:16]([O:20][C:21]([NH:23][C:24]1[CH:29]=[CH:28][C:27](B(O)O)=[CH:26][C:25]=1[F:33])=[O:22])([CH3:19])([CH3:18])[CH3:17].[F-].[Cs+].C(COC)OC, predict the reaction product. The product is: [CH2:1]([N:3]1[CH2:8][CH2:7][C:6]([C:10]2[S:11][C:12]([C:27]3[CH:28]=[CH:29][C:24]([NH:23][C:21](=[O:22])[O:20][C:16]([CH3:17])([CH3:18])[CH3:19])=[C:25]([F:33])[CH:26]=3)=[CH:13][N:14]=2)([OH:9])[CH2:5][CH2:4]1)[CH3:2]. (5) Given the reactants CN(C=O)C.[C:6]([O:10][C:11](=[O:35])[CH2:12][CH2:13][N:14]([C:28]([O:30][C:31]([CH3:34])([CH3:33])[CH3:32])=[O:29])[CH2:15][C:16]([N:18]1[C:26]2[C:21](=[CH:22][C:23]([OH:27])=[CH:24][CH:25]=2)[CH2:20][CH2:19]1)=[O:17])([CH3:9])([CH3:8])[CH3:7].Cl[CH2:37][C:38]1[CH:43]=[CH:42][C:41]([CH:44]2[CH2:46][CH2:45]2)=[C:40]([C:47]([F:50])([F:49])[F:48])[CH:39]=1.C(=O)([O-])[O-].[K+].[K+], predict the reaction product. The product is: [C:6]([O:10][C:11](=[O:35])[CH2:12][CH2:13][N:14]([C:28]([O:30][C:31]([CH3:34])([CH3:33])[CH3:32])=[O:29])[CH2:15][C:16]([N:18]1[C:26]2[C:21](=[CH:22][C:23]([O:27][CH2:37][C:38]3[CH:43]=[CH:42][C:41]([CH:44]4[CH2:45][CH2:46]4)=[C:40]([C:47]([F:48])([F:49])[F:50])[CH:39]=3)=[CH:24][CH:25]=2)[CH2:20][CH2:19]1)=[O:17])([CH3:9])([CH3:8])[CH3:7].